From a dataset of Forward reaction prediction with 1.9M reactions from USPTO patents (1976-2016). Predict the product of the given reaction. (1) Given the reactants [NH2:1][C:2]1[CH:7]=[CH:6][C:5]([Cl:8])=[CH:4][C:3]=1[C:9]([C:11]1[CH:16]=[CH:15][CH:14]=[C:13]([O:17][CH3:18])[C:12]=1[OH:19])=[O:10].[CH2:20](I)[CH3:21].C(=O)([O-])[O-].[K+].[K+], predict the reaction product. The product is: [NH2:1][C:2]1[CH:7]=[CH:6][C:5]([Cl:8])=[CH:4][C:3]=1[C:9]([C:11]1[CH:16]=[CH:15][CH:14]=[C:13]([O:17][CH3:18])[C:12]=1[O:19][CH2:20][CH3:21])=[O:10]. (2) Given the reactants [F:1][C:2]1[CH:11]=[C:10]2[C:5]([CH:6]=[CH:7][C:8]([CH3:12])=[N:9]2)=[C:4]([N:13]2[CH2:18][CH2:17][N:16]([CH2:19][CH2:20][C:21]3[CH:30]=[CH:29][CH:28]=[C:27]4[C:22]=3[CH2:23][CH2:24][C:25]3[N:26]4[CH:31]=[N:32][C:33]=3[C:34]([O:36]CC)=[O:35])[C@H:15]([CH3:39])[CH2:14]2)[CH:3]=1.[OH-].[K+], predict the reaction product. The product is: [F:1][C:2]1[CH:11]=[C:10]2[C:5]([CH:6]=[CH:7][C:8]([CH3:12])=[N:9]2)=[C:4]([N:13]2[CH2:18][CH2:17][N:16]([CH2:19][CH2:20][C:21]3[CH:30]=[CH:29][CH:28]=[C:27]4[C:22]=3[CH2:23][CH2:24][C:25]3[N:26]4[CH:31]=[N:32][C:33]=3[C:34]([OH:36])=[O:35])[C@H:15]([CH3:39])[CH2:14]2)[CH:3]=1.